This data is from Full USPTO retrosynthesis dataset with 1.9M reactions from patents (1976-2016). The task is: Predict the reactants needed to synthesize the given product. (1) Given the product [F:18][C:9]1[CH:10]=[CH:11][C:12]([O:14][CH2:15][CH2:16][CH3:17])=[C:13]2[C:8]=1[C:7](=[O:19])[C:6]([C:20]1[CH:25]=[CH:24][C:23]([O:26][CH3:27])=[CH:22][CH:21]=1)=[CH:5][N:4]2[CH2:3][CH2:2][S:28][CH2:29][CH2:30][C:31]([O:33][CH3:34])=[O:32], predict the reactants needed to synthesize it. The reactants are: Cl[CH2:2][CH2:3][N:4]1[C:13]2[C:8](=[C:9]([F:18])[CH:10]=[CH:11][C:12]=2[O:14][CH2:15][CH2:16][CH3:17])[C:7](=[O:19])[C:6]([C:20]2[CH:25]=[CH:24][C:23]([O:26][CH3:27])=[CH:22][CH:21]=2)=[CH:5]1.[SH:28][CH2:29][CH2:30][C:31]([O:33][CH3:34])=[O:32].[I-].[Na+].CN(C=O)C. (2) Given the product [CH3:1][CH:2]([CH3:9])[CH2:3][CH2:4][S:5]([O:29][C:26]1[CH:27]=[CH:28][C:23]([C:22]2[N:18]([C:12]3[CH:13]=[CH:14][C:15]([Cl:17])=[CH:16][C:11]=3[Cl:10])[N:19]=[C:20]([C:31]([NH:33][N:34]3[CH2:35][CH2:36][CH2:37][CH2:38][CH2:39]3)=[O:32])[C:21]=2[CH3:30])=[CH:24][CH:25]=1)(=[O:7])=[O:6], predict the reactants needed to synthesize it. The reactants are: [CH3:1][CH:2]([CH3:9])[CH2:3][CH2:4][S:5](Cl)(=[O:7])=[O:6].[Cl:10][C:11]1[CH:16]=[C:15]([Cl:17])[CH:14]=[CH:13][C:12]=1[N:18]1[C:22]([C:23]2[CH:28]=[CH:27][C:26]([OH:29])=[CH:25][CH:24]=2)=[C:21]([CH3:30])[C:20]([C:31]([NH:33][N:34]2[CH2:39][CH2:38][CH2:37][CH2:36][CH2:35]2)=[O:32])=[N:19]1.O. (3) Given the product [Cl:1][C:2]1[C:3]([C:12]([F:15])([F:14])[F:13])=[CH:4][C:5]([N+:9]([O-:11])=[O:10])=[C:6]([OH:18])[CH:7]=1, predict the reactants needed to synthesize it. The reactants are: [Cl:1][C:2]1[CH:7]=[C:6](Cl)[C:5]([N+:9]([O-:11])=[O:10])=[CH:4][C:3]=1[C:12]([F:15])([F:14])[F:13].C([O-])(=[O:18])C.[K+].Cl.